The task is: Predict which catalyst facilitates the given reaction.. This data is from Catalyst prediction with 721,799 reactions and 888 catalyst types from USPTO. (1) Reactant: [C:1]1([N:7]2[C:11]([C:12](O)=[O:13])=[CH:10][C:9]([C:15]([F:18])([F:17])[F:16])=[N:8]2)[CH:6]=[CH:5][CH:4]=[CH:3][CH:2]=1.C(Cl)(=O)C([Cl:22])=O.CN(C)C=O. Product: [C:1]1([N:7]2[C:11]([C:12]([Cl:22])=[O:13])=[CH:10][C:9]([C:15]([F:18])([F:17])[F:16])=[N:8]2)[CH:6]=[CH:5][CH:4]=[CH:3][CH:2]=1. The catalyst class is: 306. (2) Reactant: [C:1]([N:4]1[CH2:9][CH2:8][CH:7]([C:10]([C:12]2[S:13][CH:14]=[CH:15][CH:16]=2)=[O:11])[CH2:6][CH2:5]1)(=[O:3])[CH3:2].CO.[BH4-].[Na+]. Product: [C:1]([N:4]1[CH2:9][CH2:8][CH:7]([CH:10]([C:12]2[S:13][CH:14]=[CH:15][CH:16]=2)[OH:11])[CH2:6][CH2:5]1)(=[O:3])[CH3:2]. The catalyst class is: 6. (3) Product: [CH:23]([C:7]1[CH:8]=[CH:9][C:4]([C:3]([O:2][CH3:1])=[O:11])=[CH:5][C:6]=1[OH:10])=[O:24]. The catalyst class is: 67. Reactant: [CH3:1][O:2][C:3](=[O:11])[C:4]1[CH:9]=[CH:8][CH:7]=[C:6]([OH:10])[CH:5]=1.C1N2CN3CN(C2)CN1C3.O.[C:23]([O-])([O-])=[O:24].[K+].[K+]. (4) Reactant: [Br:1][C:2]1[CH:7]=[CH:6][CH:5]=[C:4](F)[N:3]=1.[C:9]1([C@@H:15]([NH2:17])[CH3:16])[CH:14]=[CH:13][CH:12]=[CH:11][CH:10]=1. Product: [Br:1][C:2]1[N:3]=[C:4]([NH:17][C@H:15]([C:9]2[CH:14]=[CH:13][CH:12]=[CH:11][CH:10]=2)[CH3:16])[CH:5]=[CH:6][CH:7]=1. The catalyst class is: 13. (5) Reactant: [F:1][C:2]1[CH:7]=[CH:6][C:5]([C:8]2[O:9][C:10]3[CH:20]=[CH:19][C:18]([C:21]4[C:22]([CH3:32])=[CH:23][C:24]([O:30][CH3:31])=[C:25]([CH:29]=4)[C:26](O)=[O:27])=[CH:17][C:11]=3[C:12]=2[C:13](=[O:16])[NH:14][CH3:15])=[CH:4][CH:3]=1.[F:33][C:34]1[CH:35]=[N:36][C:37]([C:40]2([NH2:43])[CH2:42][CH2:41]2)=[N:38][CH:39]=1.C(N(CC)CC)C. Product: [F:1][C:2]1[CH:7]=[CH:6][C:5]([C:8]2[O:9][C:10]3[CH:20]=[CH:19][C:18]([C:21]4[CH:29]=[C:25]([C:26](=[O:27])[NH:43][C:40]5([C:37]6[N:38]=[CH:39][C:34]([F:33])=[CH:35][N:36]=6)[CH2:42][CH2:41]5)[C:24]([O:30][CH3:31])=[CH:23][C:22]=4[CH3:32])=[CH:17][C:11]=3[C:12]=2[C:13]([NH:14][CH3:15])=[O:16])=[CH:4][CH:3]=1. The catalyst class is: 3. (6) Reactant: C(OC(=O)[NH:7][C@@H:8]([CH2:36][OH:37])[CH2:9][O:10][C:11]1[CH:12]=[N:13][CH:14]=[C:15]([C:17]2[CH:18]=[C:19]3[C:24](=[C:25]([NH2:27])[N:26]=2)[CH:23]=[N:22][C:21]2[CH:28]=[C:29]([O:34][CH3:35])[C:30]([O:32][CH3:33])=[CH:31][C:20]3=2)[CH:16]=1)(C)(C)C.Cl. Product: [NH2:7][C@H:8]([CH2:9][O:10][C:11]1[CH:12]=[N:13][CH:14]=[C:15]([C:17]2[CH:18]=[C:19]3[C:24](=[C:25]([NH2:27])[N:26]=2)[CH:23]=[N:22][C:21]2[CH:28]=[C:29]([O:34][CH3:35])[C:30]([O:32][CH3:33])=[CH:31][C:20]3=2)[CH:16]=1)[CH2:36][OH:37]. The catalyst class is: 13.